Dataset: Full USPTO retrosynthesis dataset with 1.9M reactions from patents (1976-2016). Task: Predict the reactants needed to synthesize the given product. (1) Given the product [CH2:17]([O:10][C:9]1[CH:8]=[CH:7][C:4]([CH:5]=[O:6])=[CH:3][C:2]=1[F:1])[CH3:18], predict the reactants needed to synthesize it. The reactants are: [F:1][C:2]1[CH:3]=[C:4]([CH:7]=[CH:8][C:9]=1[OH:10])[CH:5]=[O:6].C([O-])([O-])=O.[K+].[K+].[CH2:17](I)[CH3:18].O. (2) Given the product [CH2:15]([N:22]1[CH2:26][CH2:25][C:24]([C:2]2[CH:7]=[CH:6][C:5]([F:8])=[C:4]([F:9])[CH:3]=2)([OH:27])[CH2:23]1)[C:16]1[CH:17]=[CH:18][CH:19]=[CH:20][CH:21]=1, predict the reactants needed to synthesize it. The reactants are: Br[C:2]1[CH:7]=[CH:6][C:5]([F:8])=[C:4]([F:9])[CH:3]=1.C([Li])CCC.[CH2:15]([N:22]1[CH2:26][CH2:25][C:24](=[O:27])[CH2:23]1)[C:16]1[CH:21]=[CH:20][CH:19]=[CH:18][CH:17]=1.C(=O)([O-])[O-].[Na+].[Na+].